This data is from Forward reaction prediction with 1.9M reactions from USPTO patents (1976-2016). The task is: Predict the product of the given reaction. (1) Given the reactants C(O[C:4]([C:6]1[C:7]([OH:28])=[C:8]2[C:21]([C:22]3[CH:27]=[CH:26][CH:25]=[CH:24][CH:23]=3)=[N:20][S:19][C:9]2=[C:10]([C:12]2[CH:17]=[CH:16][C:15]([F:18])=[CH:14][CH:13]=2)[N:11]=1)=[O:5])C.[NH2:29][CH2:30][C:31]([OH:33])=[O:32].C[O-].[Na+], predict the reaction product. The product is: [F:18][C:15]1[CH:14]=[CH:13][C:12]([C:10]2[N:11]=[C:6]([C:4]([NH:29][CH2:30][C:31]([OH:33])=[O:32])=[O:5])[C:7]([OH:28])=[C:8]3[C:21]([C:22]4[CH:27]=[CH:26][CH:25]=[CH:24][CH:23]=4)=[N:20][S:19][C:9]=23)=[CH:17][CH:16]=1. (2) Given the reactants [CH2:1]([N:8]1[CH2:26][CH2:25][C:11]2([N:15]([C:16]3[CH:21]=[CH:20][CH:19]=[C:18]([F:22])[CH:17]=3)[C:14](=[O:23])[CH2:13][C:12]2=O)[CH2:10][CH2:9]1)[C:2]1[CH:7]=[CH:6][CH:5]=[CH:4][CH:3]=1.O.C1(C)C=CC(S(O)(=O)=O)=CC=1.[CH2:39]([C:41]1[CH:47]=[CH:46][CH:45]=[CH:44][C:42]=1[NH2:43])[CH3:40], predict the reaction product. The product is: [CH2:1]([N:8]1[CH2:26][CH2:25][C:11]2([N:15]([C:16]3[CH:21]=[CH:20][CH:19]=[C:18]([F:22])[CH:17]=3)[C:14](=[O:23])[CH:13]=[C:12]2[NH:43][C:42]2[CH:44]=[CH:45][CH:46]=[CH:47][C:41]=2[CH2:39][CH3:40])[CH2:10][CH2:9]1)[C:2]1[CH:3]=[CH:4][CH:5]=[CH:6][CH:7]=1. (3) Given the reactants [C:1]1([C:7]2[C:11]([C:12]([F:15])([F:14])[F:13])=[C:10]([C:16]([OH:18])=[O:17])[O:9][N:8]=2)[CH:6]=[CH:5][CH:4]=[CH:3][CH:2]=1.Cl[CH2:20]Cl, predict the reaction product. The product is: [C:1]1([C:7]2[C:11]([C:12]([F:13])([F:14])[F:15])=[C:10]([C:16]([O:18][CH3:20])=[O:17])[O:9][N:8]=2)[CH:2]=[CH:3][CH:4]=[CH:5][CH:6]=1. (4) Given the reactants [Br:1][C:2]1[CH:7]=[CH:6][C:5]([S:8]([N:11]([CH2:13][CH2:14][OH:15])[CH3:12])(=[O:10])=[O:9])=[CH:4][CH:3]=1.[C:16]([Si:20]([CH3:23])([CH3:22])Cl)([CH3:19])([CH3:18])[CH3:17].C(N(CC)CC)C.O, predict the reaction product. The product is: [Br:1][C:2]1[CH:3]=[CH:4][C:5]([S:8]([N:11]([CH2:13][CH2:14][O:15][Si:20]([C:16]([CH3:19])([CH3:18])[CH3:17])([CH3:23])[CH3:22])[CH3:12])(=[O:9])=[O:10])=[CH:6][CH:7]=1. (5) Given the reactants [H-].[Na+].CS(C)=O.[I-].[CH3:8][S+](C)(C)=O.[F:13][C:14]1[CH:19]=[CH:18][C:17]([N:20]2[C:28]3[N:27]=[C:26]4[CH2:29][CH2:30][CH2:31][CH:32]5[CH2:37][C:36](=[O:38])[CH2:35][CH2:34][C:33]5([CH2:39][C:40]5[CH:45]=[CH:44][CH:43]=[CH:42][N:41]=5)[C:25]4=[CH:24][C:23]=3[CH:22]=[N:21]2)=[CH:16][CH:15]=1, predict the reaction product. The product is: [F:13][C:14]1[CH:19]=[CH:18][C:17]([N:20]2[C:28]3[N:27]=[C:26]4[CH2:29][CH2:30][CH2:31][CH:32]5[CH2:37][C:36]6([CH2:8][O:38]6)[CH2:35][CH2:34][C:33]5([CH2:39][C:40]5[CH:45]=[CH:44][CH:43]=[CH:42][N:41]=5)[C:25]4=[CH:24][C:23]=3[CH:22]=[N:21]2)=[CH:16][CH:15]=1. (6) Given the reactants [CH3:1][O:2][C:3]1[CH:21]=[CH:20][C:6]([CH2:7][N:8]2[C:13]3[CH:14]=[CH:15][CH:16]=[CH:17][C:12]=3O[CH2:10][S:9]2(=[O:19])=[O:18])=[CH:5][CH:4]=1.[CH3:22][Si]([N-][Si](C)(C)C)(C)C.[Li+].[CH2:32](Br)[CH:33]=[CH2:34], predict the reaction product. The product is: [CH2:32]([CH:10]1[CH2:22][C:12]2[CH:17]=[CH:16][CH:15]=[CH:14][C:13]=2[N:8]([CH2:7][C:6]2[CH:20]=[CH:21][C:3]([O:2][CH3:1])=[CH:4][CH:5]=2)[S:9]1(=[O:19])=[O:18])[CH:33]=[CH2:34].